Dataset: Full USPTO retrosynthesis dataset with 1.9M reactions from patents (1976-2016). Task: Predict the reactants needed to synthesize the given product. Given the product [C:26]([O:32][CH2:33][C@@H:34]([NH:48][C:49]([O:51][C:52]([CH3:55])([CH3:54])[CH3:53])=[O:50])[C@H:35]([C:38]1[CH:39]=[CH:40][C:41]([C:44]([F:47])([F:46])[F:45])=[CH:42][CH:43]=1)[CH2:8][O:7][CH3:9])(=[O:31])[C:27]([CH3:29])([CH3:30])[CH3:28], predict the reactants needed to synthesize it. The reactants are: F[B-](F)(F)F.C[O+:7]([CH3:9])[CH3:8].CN(C1C2C(N(C)C)=CC=CC=2C=CC=1)C.[C:26]([O:32][CH2:33][C@@H:34]([NH:48][C:49]([O:51][C:52]([CH3:55])([CH3:54])[CH3:53])=[O:50])[C@H:35]([C:38]1[CH:43]=[CH:42][C:41]([C:44]([F:47])([F:46])[F:45])=[CH:40][CH:39]=1)CO)(=[O:31])[C:27]([CH3:30])([CH3:29])[CH3:28].